From a dataset of Full USPTO retrosynthesis dataset with 1.9M reactions from patents (1976-2016). Predict the reactants needed to synthesize the given product. Given the product [CH3:36][NH:32][C:27](=[O:29])[CH2:26][CH:23]1[S:22][C:21]([C:16]2[NH:17][C:18]3[C:14]([CH:15]=2)=[CH:13][C:12]([O:11][C:8]2[CH:9]=[N:10][C:5]([S:2]([CH3:1])(=[O:3])=[O:4])=[CH:6][CH:7]=2)=[CH:20][CH:19]=3)=[N:25][CH2:24]1, predict the reactants needed to synthesize it. The reactants are: [CH3:1][S:2]([C:5]1[N:10]=[CH:9][C:8]([O:11][C:12]2[CH:13]=[C:14]3[C:18](=[CH:19][CH:20]=2)[NH:17][C:16]([C:21]2[S:22][CH:23]([CH2:26][C:27]([OH:29])=O)[CH2:24][N:25]=2)=[CH:15]3)=[CH:7][CH:6]=1)(=[O:4])=[O:3].O.O[N:32]1[C:36]2C=CC=CC=2N=N1.Cl.C(N=C=NCCCN(C)C)C.Cl.CN.